From a dataset of Aqueous solubility values for 9,982 compounds from the AqSolDB database. Regression/Classification. Given a drug SMILES string, predict its absorption, distribution, metabolism, or excretion properties. Task type varies by dataset: regression for continuous measurements (e.g., permeability, clearance, half-life) or binary classification for categorical outcomes (e.g., BBB penetration, CYP inhibition). For this dataset (solubility_aqsoldb), we predict Y. (1) The drug is Clc1ccccc1-c1ccc(Cl)c(Cl)c1Cl. The Y is -6.83 log mol/L. (2) The compound is Cc1cc(Cl)c(Cc2cc(Cl)ccc2Cl)cc1Cl. The Y is -8.03 log mol/L.